Dataset: Reaction yield outcomes from USPTO patents with 853,638 reactions. Task: Predict the reaction yield, written as a fraction of the theoretical maximum amount of product (1.0 means a 100% yield; for example, 0.34 means a 34% yield). (1) The reactants are [Cl:1][C:2]1[N:11]=[CH:10][CH:9]=[C:8]([CH3:12])[C:3]=1[C:4](OC)=[O:5].[H-].[Al+3].[Li+].[H-].[H-].[H-].O. The catalyst is C1COCC1. The product is [Cl:1][C:2]1[C:3]([CH2:4][OH:5])=[C:8]([CH3:12])[CH:9]=[CH:10][N:11]=1. The yield is 0.382. (2) The reactants are [C:1]([C:4]1[N:9]=[N:8][C:7]([NH:10][C@@H:11]2[CH2:16][CH2:15][CH2:14][CH2:13][C@@H:12]2[NH:17]C(=O)OC(C)(C)C)=[CH:6][C:5]=1[NH:25][C:26]1[CH:31]=[CH:30][CH:29]=[C:28]([C:32]([C:35]#[N:36])([CH3:34])[CH3:33])[N:27]=1)(=[O:3])[NH2:2].C(O)(C(F)(F)F)=O. The catalyst is C(Cl)Cl. The product is [NH2:17][C@H:12]1[CH2:13][CH2:14][CH2:15][CH2:16][C@H:11]1[NH:10][C:7]1[N:8]=[N:9][C:4]([C:1]([NH2:2])=[O:3])=[C:5]([NH:25][C:26]2[CH:31]=[CH:30][CH:29]=[C:28]([C:32]([C:35]#[N:36])([CH3:34])[CH3:33])[N:27]=2)[CH:6]=1. The yield is 0.570. (3) The reactants are COC1C=CC([CH2:7][N:8](C)[C:9]2[CH:18]=[C:17]3[C:12]([CH:13]=[C:14]([C:23]4[CH:28]=[C:27]([NH2:29])[C:26]([F:30])=[CH:25][C:24]=4[CH3:31])[C:15](=[O:22])[N:16]3[CH:19]([CH3:21])[CH3:20])=[CH:11][N:10]=2)=CC=1.C(O)(C(F)(F)F)=O. The catalyst is C(Cl)Cl. The product is [NH2:29][C:27]1[C:26]([F:30])=[CH:25][C:24]([CH3:31])=[C:23]([C:14]2[C:15](=[O:22])[N:16]([CH:19]([CH3:20])[CH3:21])[C:17]3[C:12]([CH:13]=2)=[CH:11][N:10]=[C:9]([NH:8][CH3:7])[CH:18]=3)[CH:28]=1. The yield is 0.668. (4) The product is [F:42][C:2]([F:1])([F:43])[C:3]1[CH:4]=[C:5]([C:13]([CH3:41])([CH3:40])[C:14]([N:16]([C:18]2[CH:19]=[N:20][C:21]([N:32]3[CH2:36][CH2:35][C@@H:34]([OH:37])[C@H:33]3[CH2:38][OH:39])=[CH:22][C:23]=2[C:24]2[CH:29]=[CH:28][C:27]([F:30])=[CH:26][C:25]=2[CH3:31])[CH3:17])=[O:15])[CH:6]=[C:7]([C:9]([F:11])([F:12])[F:10])[CH:8]=1.[F:43][C:2]([F:1])([F:42])[C:3]1[CH:4]=[C:5]([C:13]([CH3:40])([CH3:41])[C:14]([N:16]([C:18]2[CH:19]=[N:20][C:21]([N:32]3[CH2:36][CH:35]=[CH:34][C@H:33]3[CH2:38][OH:39])=[CH:22][C:23]=2[C:24]2[CH:29]=[CH:28][C:27]([F:30])=[CH:26][C:25]=2[CH3:31])[CH3:17])=[O:15])[CH:6]=[C:7]([C:9]([F:10])([F:11])[F:12])[CH:8]=1. The reactants are [F:1][C:2]([F:43])([F:42])[C:3]1[CH:4]=[C:5]([C:13]([CH3:41])([CH3:40])[C:14]([N:16]([C:18]2[CH:19]=[N:20][C:21]([N:32]3[CH2:36][CH2:35][C@H:34]([OH:37])[C@H:33]3[CH2:38][OH:39])=[CH:22][C:23]=2[C:24]2[CH:29]=[CH:28][C:27]([F:30])=[CH:26][C:25]=2[CH3:31])[CH3:17])=[O:15])[CH:6]=[C:7]([C:9]([F:12])([F:11])[F:10])[CH:8]=1.N(C(OC(C)C)=O)=NC(OC(C)C)=O.C(O)(=O)C1C=CC=CC=1.C1(P(C2C=CC=CC=2)C2C=CC=CC=2)C=CC=CC=1.C(=O)([O-])[O-].[Na+].[Na+]. The yield is 0.290. The catalyst is O1CCCC1. (5) The reactants are [CH2:1]([O:3][C:4](=[O:22])[CH:5]([N:7]1[C:12]2[CH:13]=[C:14]([N+:18]([O-:20])=[O:19])[C:15]([F:17])=[CH:16][C:11]=2[O:10][CH2:9][C:8]1=O)[CH3:6])[CH3:2].COC1C=CC(P2(SP(C3C=CC(OC)=CC=3)(=S)S2)=[S:32])=CC=1. The catalyst is C1(C)C=CC=CC=1. The product is [CH2:1]([O:3][C:4](=[O:22])[CH:5]([N:7]1[C:12]2[CH:13]=[C:14]([N+:18]([O-:20])=[O:19])[C:15]([F:17])=[CH:16][C:11]=2[O:10][CH2:9][C:8]1=[S:32])[CH3:6])[CH3:2]. The yield is 0.850.